This data is from Full USPTO retrosynthesis dataset with 1.9M reactions from patents (1976-2016). The task is: Predict the reactants needed to synthesize the given product. The reactants are: Cl[C:2]1[C:10]([N+:11]([O-:13])=[O:12])=[CH:9][C:8]([C:14]([F:17])([F:16])[F:15])=[CH:7][C:3]=1[C:4]([OH:6])=[O:5].[CH2:18]([NH2:25])[C:19]1[CH:24]=[CH:23][CH:22]=[CH:21][CH:20]=1.Cl. Given the product [CH2:18]([NH:25][C:2]1[C:10]([N+:11]([O-:13])=[O:12])=[CH:9][C:8]([C:14]([F:17])([F:16])[F:15])=[CH:7][C:3]=1[C:4]([OH:6])=[O:5])[C:19]1[CH:24]=[CH:23][CH:22]=[CH:21][CH:20]=1, predict the reactants needed to synthesize it.